Predict the reactants needed to synthesize the given product. From a dataset of Full USPTO retrosynthesis dataset with 1.9M reactions from patents (1976-2016). (1) Given the product [CH3:17][O:16][C:15]1[C:3]([O:2][CH3:1])=[CH:4][C:5]([C:10]([NH2:18])=[O:9])=[C:6]([NH:7][CH3:8])[CH:14]=1, predict the reactants needed to synthesize it. The reactants are: [CH3:1][O:2][C:3]1[C:15]([O:16][CH3:17])=[CH:14][C:6]2[N:7](C)[C:8](=O)[O:9][C:10](=O)[C:5]=2[CH:4]=1.[NH3:18]. (2) Given the product [CH:14]12[CH2:23][CH:18]3[CH2:19][CH:20]([CH2:22][CH:16]([CH2:17]3)[CH:15]1[O:24][C:25]1[C:30]([CH:31]3[CH2:33][CH2:32]3)=[CH:29][N:28]3[C:34]([NH:49][S:46]([CH:43]4[CH2:45][CH2:44]4)(=[O:48])=[O:47])=[N:35][N:36]=[C:27]3[CH:26]=1)[CH2:21]2, predict the reactants needed to synthesize it. The reactants are: BrC1N2C=C(C3CC3)C=CC2=NN=1.[CH:14]12[CH2:23][CH:18]3[CH2:19][CH:20]([CH2:22][CH:16]([CH2:17]3)[CH:15]1[O:24][C:25]1[C:30]([CH:31]3[CH2:33][CH2:32]3)=[CH:29][N:28]3[C:34](Br)=[N:35][N:36]=[C:27]3[CH:26]=1)[CH2:21]2.CS(N)(=O)=O.[CH:43]1([S:46]([NH2:49])(=[O:48])=[O:47])[CH2:45][CH2:44]1. (3) Given the product [CH2:34]([O:33][C:31]([CH2:30][C:28]1[N:29]=[C:25]([NH:24][C:1]([C:4]23[CH2:9][CH2:8][C:7]([NH:12][CH2:13][C:14]([N:16]4[CH2:20][C@@H:19]([F:21])[CH2:18][C@H:17]4[C:22]#[N:23])=[O:15])([CH2:6][CH2:5]2)[CH2:10][CH2:11]3)=[O:2])[S:26][CH:27]=1)=[O:32])[CH3:35], predict the reactants needed to synthesize it. The reactants are: [C:1]([C:4]12[CH2:11][CH2:10][C:7]([NH:12][CH2:13][C:14]([N:16]3[CH2:20][C@@H:19]([F:21])[CH2:18][C@H:17]3[C:22]#[N:23])=[O:15])([CH2:8][CH2:9]1)[CH2:6][CH2:5]2)(O)=[O:2].[NH2:24][C:25]1[S:26][CH:27]=[C:28]([CH2:30][C:31]([O:33][CH2:34][CH3:35])=[O:32])[N:29]=1. (4) Given the product [CH2:17]([O:24][C:25]1[C:30]([O:31][CH3:32])=[CH:29][C:28]([CH2:33][N:8]([N:6]2[CH:5]=[N:4][N:3]=[CH:7]2)[C:9]2[CH:10]=[CH:11][C:12]([C:13]#[N:14])=[CH:15][CH:16]=2)=[CH:27][C:26]=1[Cl:35])[C:18]1[CH:19]=[CH:20][CH:21]=[CH:22][CH:23]=1, predict the reactants needed to synthesize it. The reactants are: [H-].[Na+].[N:3]1[N:4]=[CH:5][N:6]([NH:8][C:9]2[CH:16]=[CH:15][C:12]([C:13]#[N:14])=[CH:11][CH:10]=2)[CH:7]=1.[CH2:17]([O:24][C:25]1[C:30]([O:31][CH3:32])=[CH:29][C:28]([CH2:33]Cl)=[CH:27][C:26]=1[Cl:35])[C:18]1[CH:23]=[CH:22][CH:21]=[CH:20][CH:19]=1.C(OCC)(=O)C. (5) Given the product [C:24]([C:23]1[CH:26]=[CH:27][C:20]([CH:12]2[C:13]3[C:14](=[O:19])[CH2:15][CH2:16][CH2:17][C:18]=3[N:9]([C:5]3[CH:6]=[CH:7][CH:8]=[C:3]([C:2]([F:33])([F:1])[F:34])[CH:4]=3)[C:10](=[O:32])[N:11]2[C:36]([O:38][C:39]2[CH:40]=[CH:41][C:42]([N+:45]([O-:47])=[O:46])=[CH:43][CH:44]=2)=[O:37])=[C:21]([S:28]([CH3:31])(=[O:30])=[O:29])[CH:22]=1)#[N:25], predict the reactants needed to synthesize it. The reactants are: [F:1][C:2]([F:34])([F:33])[C:3]1[CH:4]=[C:5]([N:9]2[C:18]3[CH2:17][CH2:16][CH2:15][C:14](=[O:19])[C:13]=3[CH:12]([C:20]3[CH:27]=[CH:26][C:23]([C:24]#[N:25])=[CH:22][C:21]=3[S:28]([CH3:31])(=[O:30])=[O:29])[NH:11][C:10]2=[O:32])[CH:6]=[CH:7][CH:8]=1.Cl[C:36]([O:38][C:39]1[CH:44]=[CH:43][C:42]([N+:45]([O-:47])=[O:46])=[CH:41][CH:40]=1)=[O:37].C(N(CC)CC)C. (6) The reactants are: [CH3:1][O:2][C:3]1[CH:4]=[C:5]([CH2:10][C:11]2[C@:20]3([CH3:21])[C@H:15]([C:16]([CH3:23])([CH3:22])[CH2:17][CH2:18][CH2:19]3)[CH2:14][CH2:13][C:12]=2[CH3:24])[CH:6]=[C:7]([CH3:9])[CH:8]=1.C[O:26]C1C=C(C[C@H]2C(C)=CC[C@@H]3[C@]2(C)CCCC3(C)C)C=C(C)C=1.COC1C=C(C[C@H]2C(=C)CC[C@@H]3[C@]2(C)CCCC3(C)C)C=C(C)C=1.B.C1COCC1. Given the product [CH3:1][O:2][C:3]1[CH:4]=[C:5]([CH2:10][C@@H:11]2[C@:20]3([CH3:21])[C@H:15]([C:16]([CH3:23])([CH3:22])[CH2:17][CH2:18][CH2:19]3)[CH2:14][CH2:13][C@@H:12]2[CH2:24][OH:26])[CH:6]=[C:7]([CH3:9])[CH:8]=1, predict the reactants needed to synthesize it.